This data is from Reaction yield outcomes from USPTO patents with 853,638 reactions. The task is: Predict the reaction yield, written as a fraction of the theoretical maximum amount of product (1.0 means a 100% yield; for example, 0.34 means a 34% yield). (1) The reactants are [CH2:1]([O:8][C:9]1[CH:14]=[CH:13][CH:12]=[C:11]([O:15]C)[C:10]=1/[CH:17]=[CH:18]/[C:19]([O:21][CH2:22][CH3:23])=[O:20])C1C=CC=CC=1.[Cl-].[NH4+]. The catalyst is [C].[Pd].O1CCCC1. The product is [OH:15][C:11]1[C:10]([CH2:17][CH2:18][C:19]([O:21][CH2:22][CH3:23])=[O:20])=[C:9]([O:8][CH3:1])[CH:14]=[CH:13][CH:12]=1. The yield is 0.900. (2) The reactants are [C:1]([O:5][C:6](=[O:13])[NH:7][CH2:8][CH:9]=[CH:10][CH2:11]Cl)([CH3:4])([CH3:3])[CH3:2].C(N(C(C)C)CC)(C)C.[C:23]([O:27][C:28]([N:30]1[C:34]2[CH:35]=[CH:36][CH:37]=[CH:38][C:33]=2[N:32]=[C:31]1[CH2:39][NH:40][CH:41]1[C:50]2[N:49]=[CH:48][CH:47]=[CH:46][C:45]=2[CH2:44][CH2:43][CH2:42]1)=[O:29])([CH3:26])([CH3:25])[CH3:24]. The catalyst is C(#N)C.[I-].[K+]. The product is [C:23]([O:27][C:28]([N:30]1[C:34]2[CH:35]=[CH:36][CH:37]=[CH:38][C:33]=2[N:32]=[C:31]1[CH2:39][N:40]([CH2:11]/[CH:10]=[CH:9]\[CH2:8][NH:7][C:6]([O:5][C:1]([CH3:2])([CH3:4])[CH3:3])=[O:13])[C@@H:41]1[C:50]2[N:49]=[CH:48][CH:47]=[CH:46][C:45]=2[CH2:44][CH2:43][CH2:42]1)=[O:29])([CH3:26])([CH3:24])[CH3:25]. The yield is 0.880. (3) The reactants are [CH:1]1[C:9]2[C:8]3[CH:10]=[CH:11][CH:12]=[CH:13][C:7]=3[O:6][C:5]=2[C:4](B(O)O)=[CH:3][CH:2]=1.Br[C:18]1[CH:23]=[CH:22][C:21]([Si:24]([CH3:27])([CH3:26])[CH3:25])=[CH:20][CH:19]=1.C([O-])([O-])=O.[K+].[K+]. The catalyst is C1(C)C=CC=CC=1.C(O)C.O.C1C=CC([P]([Pd]([P](C2C=CC=CC=2)(C2C=CC=CC=2)C2C=CC=CC=2)([P](C2C=CC=CC=2)(C2C=CC=CC=2)C2C=CC=CC=2)[P](C2C=CC=CC=2)(C2C=CC=CC=2)C2C=CC=CC=2)(C2C=CC=CC=2)C2C=CC=CC=2)=CC=1. The product is [CH:1]1[C:9]2[C:8]3[CH:10]=[CH:11][CH:12]=[CH:13][C:7]=3[O:6][C:5]=2[C:4]([C:18]2[CH:23]=[CH:22][C:21]([Si:24]([CH3:27])([CH3:26])[CH3:25])=[CH:20][CH:19]=2)=[CH:3][CH:2]=1. The yield is 0.960.